Dataset: Forward reaction prediction with 1.9M reactions from USPTO patents (1976-2016). Task: Predict the product of the given reaction. Given the reactants [CH3:1][NH:2][S:3]([C:6]([F:18])([F:17])[C:7]([F:16])([F:15])[C:8]([F:14])([F:13])[C:9]([F:12])([F:11])[F:10])(=[O:5])=[O:4].C[O-].[Na+].[CH2:22](Br)[CH:23]=[CH2:24], predict the reaction product. The product is: [CH2:22]([N:2]([CH3:1])[S:3]([C:6]([F:17])([F:18])[C:7]([F:15])([F:16])[C:8]([F:13])([F:14])[C:9]([F:10])([F:12])[F:11])(=[O:5])=[O:4])[CH:23]=[CH2:24].